From a dataset of Peptide-MHC class II binding affinity with 134,281 pairs from IEDB. Regression. Given a peptide amino acid sequence and an MHC pseudo amino acid sequence, predict their binding affinity value. This is MHC class II binding data. (1) The peptide sequence is SINYRTEIDKPCQHH. The MHC is DRB1_1302 with pseudo-sequence DRB1_1302. The binding affinity (normalized) is 0.420. (2) The peptide sequence is CSCRDQSEAQLALTI. The MHC is DRB1_0801 with pseudo-sequence DRB1_0801. The binding affinity (normalized) is 0. (3) The peptide sequence is DVPLQWIASAIVLEF. The MHC is DRB1_0101 with pseudo-sequence DRB1_0101. The binding affinity (normalized) is 0.511. (4) The peptide sequence is NKSAFQSSVASGFIG. The MHC is DRB1_0405 with pseudo-sequence DRB1_0405. The binding affinity (normalized) is 0.643. (5) The peptide sequence is NKEYIDRQGKTPLTL. The MHC is DRB1_0101 with pseudo-sequence DRB1_0101. The binding affinity (normalized) is 0.353. (6) The peptide sequence is VNKYLKVVFIPNYNV. The MHC is DRB1_1302 with pseudo-sequence DRB1_1302. The binding affinity (normalized) is 0.775. (7) The peptide sequence is YSNIMNSINNVMD. The MHC is HLA-DQA10101-DQB10501 with pseudo-sequence HLA-DQA10101-DQB10501. The binding affinity (normalized) is 0.271. (8) The peptide sequence is EKKYFYATQFEPLAA. The MHC is HLA-DPA10201-DPB10101 with pseudo-sequence HLA-DPA10201-DPB10101. The binding affinity (normalized) is 1.00. (9) The peptide sequence is AKSSPAYPSVLGQTI. The MHC is HLA-DPA10103-DPB10201 with pseudo-sequence HLA-DPA10103-DPB10201. The binding affinity (normalized) is 0.188. (10) The peptide sequence is KFVDSTVVASVTIID. The MHC is DRB1_0101 with pseudo-sequence DRB1_0101. The binding affinity (normalized) is 0.231.